This data is from Catalyst prediction with 721,799 reactions and 888 catalyst types from USPTO. The task is: Predict which catalyst facilitates the given reaction. (1) Reactant: [Br:1][CH2:2][C:3]([C:5]1[S:6][CH:7]=[CH:8][N:9]=1)=[O:4].[CH3:10][O:11][C:12]1[N:17]=[CH:16][C:15]([CH:18]([NH:30][C:31]2[CH:32]=[C:33]([CH:39]=[CH:40][CH:41]=2)[C:34]([O:36][CH2:37][CH3:38])=[O:35])[C:19](=[O:29])[O:20][C@@H:21]2[CH:26]3[CH2:27][CH2:28][N:23]([CH2:24][CH2:25]3)[CH2:22]2)=[CH:14][CH:13]=1. Product: [Br-:1].[CH2:37]([O:36][C:34]([C:33]1[CH:32]=[C:31]([NH:30][CH:18]([C:15]2[CH:16]=[N:17][C:12]([O:11][CH3:10])=[CH:13][CH:14]=2)[C:19]([O:20][C@@H:21]2[CH:26]3[CH2:27][CH2:28][N+:23]([CH2:2][C:3](=[O:4])[C:5]4[S:6][CH:7]=[CH:8][N:9]=4)([CH2:24][CH2:25]3)[CH2:22]2)=[O:29])[CH:41]=[CH:40][CH:39]=1)=[O:35])[CH3:38]. The catalyst class is: 25. (2) Reactant: CON(C)[C:4]([C:6]1[CH:10]=[CH:9][O:8][CH:7]=1)=[O:5].[CH2:12]([Mg]Cl)[C:13]1[CH:18]=[CH:17][CH:16]=[CH:15][CH:14]=1.CCOC(C)=O.[NH4+].[Cl-]. Product: [O:8]1[CH:9]=[CH:10][C:6]([C:4](=[O:5])[CH2:12][C:13]2[CH:18]=[CH:17][CH:16]=[CH:15][CH:14]=2)=[CH:7]1. The catalyst class is: 1. (3) Reactant: [Br:1][C:2]1[CH:10]=[CH:9][C:8]([CH3:11])=[CH:7][C:3]=1[C:4](O)=[O:5]. Product: [Br:1][C:2]1[CH:10]=[CH:9][C:8]([CH3:11])=[CH:7][C:3]=1[CH2:4][OH:5]. The catalyst class is: 1.